From a dataset of Full USPTO retrosynthesis dataset with 1.9M reactions from patents (1976-2016). Predict the reactants needed to synthesize the given product. (1) Given the product [F:1][C:2]1[CH:3]=[C:4]([N:8]2[C:9]3[CH:14]=[CH:13][CH:12]=[CH:11][C:10]=3[NH:15][S:16]2(=[O:18])=[O:17])[CH:5]=[CH:6][CH:7]=1, predict the reactants needed to synthesize it. The reactants are: [F:1][C:2]1[CH:3]=[C:4]([NH:8][C:9]2[C:10]([NH2:15])=[CH:11][CH:12]=[CH:13][CH:14]=2)[CH:5]=[CH:6][CH:7]=1.[S:16](N)(N)(=[O:18])=[O:17]. (2) Given the product [CH2:7]([O:6][P:4]([CH:9]([P:60]([O:62][CH2:63][CH3:64])([O:65][CH2:66][CH3:67])=[O:61])[CH2:10][C:11]1[CH:12]=[CH:13][C:14]([NH:17][C:18]([CH2:20][O:21][C:22]([N:24]2[CH2:29][CH2:28][CH2:27][C@H:26]3[CH2:30][N:31]([C:33]4[C:42]([O:43][CH3:44])=[C:41]5[C:36]([C:37](=[O:58])[C:38]([C:48]([OH:50])=[O:49])=[CH:39][N:40]5[CH:45]5[CH2:46][CH2:47]5)=[CH:35][C:34]=4[F:59])[CH2:32][C@@H:25]23)=[O:23])=[O:19])=[CH:15][CH:16]=1)([O:3][CH2:1][CH3:2])=[O:5])[CH3:8], predict the reactants needed to synthesize it. The reactants are: [CH2:1]([O:3][P:4]([CH:9]([P:60]([O:65][CH2:66][CH3:67])([O:62][CH2:63][CH3:64])=[O:61])[CH2:10][C:11]1[CH:16]=[CH:15][C:14]([NH:17][C:18]([CH2:20][O:21][C:22]([N:24]2[CH2:29][CH2:28][CH2:27][C@H:26]3[CH2:30][N:31]([C:33]4[C:42]([O:43][CH3:44])=[C:41]5[C:36]([C:37](=[O:58])[C:38]([C:48]([O:50]CC6C=CC=CC=6)=[O:49])=[CH:39][N:40]5[CH:45]5[CH2:47][CH2:46]5)=[CH:35][C:34]=4[F:59])[CH2:32][C@@H:25]23)=[O:23])=[O:19])=[CH:13][CH:12]=1)([O:6][CH2:7][CH3:8])=[O:5])[CH3:2].C1CCCCC=1. (3) Given the product [O:31]=[C:22]1[O:23][CH2:24][C:25]2[CH:30]=[CH:29][CH:28]=[CH:27][C:26]=2[N:21]1[CH:18]1[CH2:17][CH2:16][N:15]([C:14]2[CH:6]=[CH:7][C:8]([C:9]([O:11][C:8]([CH3:12])([CH3:9])[CH3:7])=[O:10])=[CH:12][CH:13]=2)[CH2:20][CH2:19]1, predict the reactants needed to synthesize it. The reactants are: N([O-])=O.[Na+].N[C:6]1[C:7](C(C)(C)C)=[C:8]([CH:12]=[CH:13][C:14]=1[N:15]1[CH2:20][CH2:19][CH:18]([N:21]2[C:26]3[CH:27]=[CH:28][CH:29]=[CH:30][C:25]=3[CH2:24][O:23][C:22]2=[O:31])[CH2:17][CH2:16]1)[C:9]([O-:11])=[O:10].